From a dataset of Forward reaction prediction with 1.9M reactions from USPTO patents (1976-2016). Predict the product of the given reaction. (1) Given the reactants Cl.Cl[CH2:3][C:4]1[CH:13]=[CH:12][C:11]([OH:14])=[C:10]2[C:5]=1[CH:6]=[CH:7][CH:8]=[N:9]2.[N:15]1([CH2:21][CH2:22][N:23]([CH2:35][CH2:36][CH3:37])[CH:24]2[CH2:33][CH2:32][C:31]3[C:30]([OH:34])=[CH:29][CH:28]=[CH:27][C:26]=3[CH2:25]2)[CH2:20][CH2:19][NH:18][CH2:17][CH2:16]1, predict the reaction product. The product is: [OH:34][C:30]1[CH:29]=[CH:28][CH:27]=[C:26]2[C:31]=1[CH2:32][CH2:33][CH:24]([N:23]([CH2:35][CH2:36][CH3:37])[CH2:22][CH2:21][N:15]1[CH2:20][CH2:19][N:18]([CH2:3][C:4]3[CH:13]=[CH:12][C:11]([OH:14])=[C:10]4[C:5]=3[CH:6]=[CH:7][CH:8]=[N:9]4)[CH2:17][CH2:16]1)[CH2:25]2. (2) Given the reactants [CH2:1]([N:8]1[CH2:13][CH2:12][NH:11][CH:10]([CH2:14][C:15]([O:17][CH3:18])=[O:16])[CH2:9]1)[C:2]1[CH:7]=[CH:6][CH:5]=[CH:4][CH:3]=1.F[C:20]1[CH:25]=[CH:24][C:23]([CH3:26])=[CH:22][C:21]=1[N+:27]([O-:29])=[O:28].C(=O)([O-])[O-].[K+].[K+], predict the reaction product. The product is: [CH2:1]([N:8]1[CH2:13][CH2:12][N:11]([C:20]2[CH:25]=[CH:24][C:23]([CH3:26])=[CH:22][C:21]=2[N+:27]([O-:29])=[O:28])[CH:10]([CH2:14][C:15]([O:17][CH3:18])=[O:16])[CH2:9]1)[C:2]1[CH:3]=[CH:4][CH:5]=[CH:6][CH:7]=1. (3) The product is: [Cl:1][C:2]1[CH:3]=[CH:4][C:5]([CH:8]([CH2:12][OH:13])[C:9]([NH:14][C:15]2[CH:20]=[N:19][CH:18]=[C:17]([C:21]([C:23]3[C:31]4[CH:30]=[N:29][CH:28]=[N:27][C:26]=4[N:25]([CH:32]([CH3:34])[CH3:33])[CH:24]=3)=[O:22])[CH:16]=2)=[O:11])=[CH:6][CH:7]=1. Given the reactants [Cl:1][C:2]1[CH:7]=[CH:6][C:5]([CH:8]([CH2:12][OH:13])[C:9]([OH:11])=O)=[CH:4][CH:3]=1.[NH2:14][C:15]1[CH:16]=[C:17]([C:21]([C:23]2[C:31]3[CH:30]=[N:29][CH:28]=[N:27][C:26]=3[N:25]([CH:32]([CH3:34])[CH3:33])[CH:24]=2)=[O:22])[CH:18]=[N:19][CH:20]=1.C(N(C(C)C)CC)(C)C.CCN=C=NCCCN(C)C.Cl.Cl.C1C=CC2N(O)N=NC=2C=1, predict the reaction product.